Dataset: Full USPTO retrosynthesis dataset with 1.9M reactions from patents (1976-2016). Task: Predict the reactants needed to synthesize the given product. (1) Given the product [CH2:17]([N:7]1[C:8]2[C:3](=[C:2]([Cl:1])[CH:11]=[CH:10][CH:9]=2)[C:4](=[O:16])[C:5]([C:12]([O:14][CH3:15])=[O:13])=[N:6]1)[C:18]1[CH:23]=[CH:22][CH:21]=[CH:20][CH:19]=1, predict the reactants needed to synthesize it. The reactants are: [Cl:1][C:2]1[CH:11]=[CH:10][CH:9]=[C:8]2[C:3]=1[C:4](=[O:16])[C:5]([C:12]([O:14][CH3:15])=[O:13])=[N:6][NH:7]2.[CH2:17](Br)[C:18]1[CH:23]=[CH:22][CH:21]=[CH:20][CH:19]=1.[H-].[Na+]. (2) Given the product [CH3:25][CH:26]([N:28]1[C:32]2[N:33]=[C:9]([C:6]3[CH:7]=[CH:8][C:3]([S:2][CH3:1])=[CH:4][CH:5]=3)[CH:10]=[C:11]([C:12]([O:14][CH2:15][CH3:16])=[O:13])[C:31]=2[CH:30]=[N:29]1)[CH3:27], predict the reactants needed to synthesize it. The reactants are: [CH3:1][S:2][C:3]1[CH:8]=[CH:7][C:6]([C:9](=O)[CH2:10][C:11](=O)[C:12]([O:14][CH2:15][CH3:16])=[O:13])=[CH:5][CH:4]=1.C1C=CC=CC=1.[CH3:25][CH:26]([N:28]1[C:32]([NH2:33])=[CH:31][CH:30]=[N:29]1)[CH3:27]. (3) Given the product [CH3:12][C:7]([CH3:13])([CH2:8][C:9]([O:11][C@H:38]1[CH2:37][CH2:36][C@@:35]2([CH3:52])[C@@H:40]([CH2:41][CH2:42][C@:43]3([CH3:48])[C@@H:34]2[CH2:33][CH2:32][C@H:31]2[C@@:44]3([CH3:47])[CH2:45][CH2:46][C@@:29]3([C:27](=[O:28])[CH2:26][N:25]([CH2:24][C:23]4[CH:22]=[CH:21][C:20]([Cl:19])=[CH:66][CH:65]=4)[CH2:60][CH2:61][N:62]([CH3:64])[CH3:63])[CH2:55][C:54](=[O:56])[C:53]([CH:57]([CH3:59])[CH3:58])=[C:30]32)[C:39]1([CH3:49])[CH3:50])=[O:10])[C:6]([O:5][C:1]([CH3:4])([CH3:2])[CH3:3])=[O:14], predict the reactants needed to synthesize it. The reactants are: [C:1]([O:5][C:6](=[O:14])[C:7]([CH3:13])([CH3:12])[CH2:8][C:9]([OH:11])=[O:10])([CH3:4])([CH3:3])[CH3:2].C(Cl)CCl.[Cl:19][C:20]1[CH:66]=[CH:65][C:23]([CH2:24][N:25]([CH2:60][CH2:61][N:62]([CH3:64])[CH3:63])[CH2:26][C:27]([C@:29]23[CH2:55][C:54](=[O:56])[C:53]([CH:57]([CH3:59])[CH3:58])=[C:30]2[C@@H:31]2[C@@:44]([CH3:47])([CH2:45][CH2:46]3)[C@@:43]3([CH3:48])[C@@H:34]([C@:35]4([CH3:52])[C@@H:40]([CH2:41][CH2:42]3)[C:39]([CH3:50])([CH3:49])[C@@H:38](O)[CH2:37][CH2:36]4)[CH2:33][CH2:32]2)=[O:28])=[CH:22][CH:21]=1. (4) Given the product [C:1]([NH:5][C:6]([C:8]1[C:16]2[C:11](=[N:12][CH:13]=[C:14]([C:17]3[C:25]4[C:20](=[CH:21][CH:22]=[C:23]([O:26][CH:27]([F:28])[F:29])[CH:24]=4)[N:19]([CH2:39][CH2:40][C:41]([N:43]([CH3:45])[CH3:44])=[O:42])[N:18]=3)[N:15]=2)[N:10]([CH2:30][O:31][CH2:32][CH2:33][Si:34]([CH3:37])([CH3:36])[CH3:35])[CH:9]=1)=[O:7])([CH3:4])([CH3:3])[CH3:2], predict the reactants needed to synthesize it. The reactants are: [C:1]([NH:5][C:6]([C:8]1[C:16]2[C:11](=[N:12][CH:13]=[C:14]([C:17]3[C:25]4[C:20](=[CH:21][CH:22]=[C:23]([O:26][CH:27]([F:29])[F:28])[CH:24]=4)[NH:19][N:18]=3)[N:15]=2)[N:10]([CH2:30][O:31][CH2:32][CH2:33][Si:34]([CH3:37])([CH3:36])[CH3:35])[CH:9]=1)=[O:7])([CH3:4])([CH3:3])[CH3:2].Cl[CH2:39][CH2:40][C:41]([N:43]([CH3:45])[CH3:44])=[O:42].C(=O)([O-])[O-].[Cs+].[Cs+]. (5) Given the product [C:2]([C:8]1[C:17]2[C:12](=[CH:13][CH:14]=[CH:15][CH:16]=2)[CH:11]=[CH:10][C:9]=1[C:18]([OH:20])=[O:19])([CH3:5])([CH3:4])[CH3:3], predict the reactants needed to synthesize it. The reactants are: [Li][C:2]([CH3:5])([CH3:4])[CH3:3].CO[C:8]1[C:17]2[C:12](=[CH:13][CH:14]=[CH:15][CH:16]=2)[CH:11]=[CH:10][C:9]=1[C:18]([OH:20])=[O:19]. (6) The reactants are: N1C=CN=C1.O[CH2:7][C@@H:8]([CH3:21])[CH2:9][N:10]1[C:19]2[C:14](=[CH:15][CH:16]=[CH:17][CH:18]=2)[CH:13]=[CH:12][C:11]1=[O:20].C1C=CC(P(C2C=CC=CC=2)C2C=CC=CC=2)=CC=1.[I:41]I. Given the product [I:41][CH2:7][C@@H:8]([CH3:21])[CH2:9][N:10]1[C:19]2[C:14](=[CH:15][CH:16]=[CH:17][CH:18]=2)[CH:13]=[CH:12][C:11]1=[O:20], predict the reactants needed to synthesize it.